This data is from Reaction yield outcomes from USPTO patents with 853,638 reactions. The task is: Predict the reaction yield, written as a fraction of the theoretical maximum amount of product (1.0 means a 100% yield; for example, 0.34 means a 34% yield). (1) The product is [F:1][C:2]1[CH:10]=[CH:9][C:8]([C:11]2[CH:16]=[CH:15][CH:14]=[C:13]([F:17])[CH:12]=2)=[CH:7][C:3]=1[C:4]([NH:24][C:25]1[C:30]([F:31])=[CH:29][CH:28]=[C:27]([OH:32])[C:26]=1[CH3:33])=[O:6]. The reactants are [F:1][C:2]1[CH:10]=[CH:9][C:8]([C:11]2[CH:16]=[CH:15][CH:14]=[C:13]([F:17])[CH:12]=2)=[CH:7][C:3]=1[C:4]([OH:6])=O.C(Cl)(C(Cl)=O)=O.[NH2:24][C:25]1[C:26]([CH3:33])=[C:27]([OH:32])[CH:28]=[CH:29][C:30]=1[F:31].O. The catalyst is C(Cl)Cl.CN(C=O)C.C1COCC1. The yield is 0.590. (2) The reactants are C1(=O)OC(=[O:5])C2=CC=CC=C12.[Cl:12][C:13]1[CH:18]=[CH:17][N:16]=[CH:15][C:14]=1[CH2:19][N:20]([CH3:28])[C:21](=[O:27])[O:22][C:23]([CH3:26])([CH3:25])[CH3:24]. The catalyst is C(#N)C. The product is [Cl:12][C:13]1[CH:18]=[CH:17][N+:16]([O-:5])=[CH:15][C:14]=1[CH2:19][N:20]([CH3:28])[C:21](=[O:27])[O:22][C:23]([CH3:24])([CH3:25])[CH3:26]. The yield is 0.720. (3) The reactants are C([O:3][C:4]([C:6]1([C:9]2[CH:14]=[CH:13][C:12]([C:15]3[CH:20]=[CH:19][C:18]([C:21]4[S:22][C:23]([F:39])=[CH:24][C:25]=4[NH:26][C:27]([O:29][C@@H:30]([C:32]4[CH:37]=[CH:36][C:35]([F:38])=[CH:34][CH:33]=4)[CH3:31])=[O:28])=[CH:17][CH:16]=3)=[CH:11][CH:10]=2)[CH2:8][CH2:7]1)=[O:5])C.[OH-].[Na+].O1CCCC1.Cl. The catalyst is C(O)(C)C.C(OCC)(=O)C.O. The product is [F:39][C:23]1[S:22][C:21]([C:18]2[CH:19]=[CH:20][C:15]([C:12]3[CH:11]=[CH:10][C:9]([C:6]4([C:4]([OH:5])=[O:3])[CH2:8][CH2:7]4)=[CH:14][CH:13]=3)=[CH:16][CH:17]=2)=[C:25]([NH:26][C:27]([O:29][C@@H:30]([C:32]2[CH:33]=[CH:34][C:35]([F:38])=[CH:36][CH:37]=2)[CH3:31])=[O:28])[CH:24]=1. The yield is 0.760.